Task: Regression/Classification. Given a drug SMILES string, predict its absorption, distribution, metabolism, or excretion properties. Task type varies by dataset: regression for continuous measurements (e.g., permeability, clearance, half-life) or binary classification for categorical outcomes (e.g., BBB penetration, CYP inhibition). Dataset: cyp2d6_veith.. Dataset: CYP2D6 inhibition data for predicting drug metabolism from PubChem BioAssay The drug is COc1ccc2[nH]cc(CCNc3ncncc3-c3cccnc3)c2c1. The result is 1 (inhibitor).